This data is from Full USPTO retrosynthesis dataset with 1.9M reactions from patents (1976-2016). The task is: Predict the reactants needed to synthesize the given product. Given the product [CH3:33][CH:32]([CH3:34])[C@H:27]([N:22]1[CH2:21][C:20]2[C:24](=[CH:25][C:17]([C:14]3[CH:15]=[CH:16][C:11]([NH:10][C:9]([NH:8][C:3]4[CH:4]=[CH:5][CH:6]=[CH:7][C:2]=4[CH3:37])=[S:35])=[CH:12][CH:13]=3)=[CH:18][CH:19]=2)[C:23]1=[O:26])[C:28]([O:30][CH3:31])=[O:29], predict the reactants needed to synthesize it. The reactants are: F[C:2]1[CH:7]=[CH:6][CH:5]=[CH:4][C:3]=1[NH:8][C:9](=[S:35])[NH:10][C:11]1[CH:16]=[CH:15][C:14]([C:17]2[CH:25]=[C:24]3[C:20]([CH2:21][N:22]([C@@H:27]([CH:32]([CH3:34])[CH3:33])[C:28]([O:30][CH3:31])=[O:29])[C:23]3=[O:26])=[CH:19][CH:18]=2)=[CH:13][CH:12]=1.N[C:37]1C=CC(C2C=C3C(CN([C@@H](C(C)C)C(OC)=O)C3=O)=CC=2)=CC=1.CC1C=CC=CC=1N=C=S.